This data is from Catalyst prediction with 721,799 reactions and 888 catalyst types from USPTO. The task is: Predict which catalyst facilitates the given reaction. (1) Reactant: [CH2:1]([C:5]1[N:6]=[C:7]([C:13]2[CH:18]=[CH:17][C:16]([C:19]([F:22])([F:21])[F:20])=[CH:15][CH:14]=2)[S:8][C:9]=1[CH2:10][CH2:11][OH:12])[CH2:2][CH2:3][CH3:4].[Cl:23][C:24]1[CH:31]=[C:30](O)[CH:29]=[CH:28][C:25]=1[C:26]#[N:27].C1(P(C2C=CC=CC=2)C2C=CC=CC=2)C=CC=CC=1.CCOC(/N=N/C(OCC)=O)=O. Product: [CH2:1]([C:5]1[N:6]=[C:7]([C:13]2[CH:14]=[CH:15][C:16]([C:19]([F:21])([F:22])[F:20])=[CH:17][CH:18]=2)[S:8][C:9]=1[CH2:10][CH2:11][O:12][C:30]1[CH:29]=[CH:28][C:25]([C:26]#[N:27])=[C:24]([Cl:23])[CH:31]=1)[CH2:2][CH2:3][CH3:4]. The catalyst class is: 4. (2) Reactant: [C:1]([O:5][C:6]([N:8]1[CH2:13][C@H:12]2[C@H:10]([CH2:11]2)[C@H:9]1[CH2:14][NH:15]CC1C=CC=CC=1)=[O:7])([CH3:4])([CH3:3])[CH3:2]. Product: [C:1]([O:5][C:6]([N:8]1[CH2:13][C@H:12]2[C@H:10]([CH2:11]2)[C@H:9]1[CH2:14][NH2:15])=[O:7])([CH3:4])([CH3:3])[CH3:2]. The catalyst class is: 50. (3) Reactant: [F:1][C:2]1[CH:3]=[C:4]([CH:49]=[CH:50][CH:51]=1)[CH2:5][N:6]1[CH:10]=[C:9]([C:11]2[C:19]3[C:14](=[N:15][CH:16]=[C:17]([C:20]4[CH:25]=[CH:24][C:23]([CH:26]5[CH2:31][CH2:30][N:29](C(OC(C)(C)C)=O)[CH2:28][CH2:27]5)=[CH:22][CH:21]=4)[CH:18]=3)[N:13]([S:39]([C:42]3[CH:48]=[CH:47][C:45]([CH3:46])=[CH:44][CH:43]=3)(=[O:41])=[O:40])[CH:12]=2)[CH:8]=[N:7]1.[ClH:52]. Product: [ClH:52].[F:1][C:2]1[CH:3]=[C:4]([CH:49]=[CH:50][CH:51]=1)[CH2:5][N:6]1[CH:10]=[C:9]([C:11]2[C:19]3[C:14](=[N:15][CH:16]=[C:17]([C:20]4[CH:21]=[CH:22][C:23]([CH:26]5[CH2:27][CH2:28][NH:29][CH2:30][CH2:31]5)=[CH:24][CH:25]=4)[CH:18]=3)[N:13]([S:39]([C:42]3[CH:43]=[CH:44][C:45]([CH3:46])=[CH:47][CH:48]=3)(=[O:40])=[O:41])[CH:12]=2)[CH:8]=[N:7]1. The catalyst class is: 169.